This data is from Catalyst prediction with 721,799 reactions and 888 catalyst types from USPTO. The task is: Predict which catalyst facilitates the given reaction. (1) Reactant: [Cl:1][C:2]1[C:3]([N:8]2[C:12]([C:13]([O-:15])=[O:14])=[CH:11][C:10]([C:16]([F:19])([F:18])[F:17])=[N:9]2)=[N:4][CH:5]=[CH:6][CH:7]=1.Cl. Product: [Cl:1][C:2]1[C:3]([N:8]2[C:12]([C:13]([OH:15])=[O:14])=[CH:11][C:10]([C:16]([F:19])([F:17])[F:18])=[N:9]2)=[N:4][CH:5]=[CH:6][CH:7]=1. The catalyst class is: 6. (2) Reactant: Cl.Cl[C:3]1[N:8]2[N:9]=[C:10]([CH:12]3[CH2:17][CH2:16][N:15]([CH3:18])[CH2:14][CH2:13]3)[N:11]=[C:7]2[CH:6]=[C:5]([C:19]2[CH:24]=[CH:23][C:22]([Cl:25])=[CH:21][C:20]=2[Cl:26])[N:4]=1.Cl.Cl.[NH2:29][CH2:30][CH2:31][NH:32][C:33]1[CH:40]=[CH:39][C:36]([C:37]#[N:38])=[CH:35][N:34]=1.C(N(CC)C(C)C)(C)C. Product: [Cl:26][C:20]1[CH:21]=[C:22]([Cl:25])[CH:23]=[CH:24][C:19]=1[C:5]1[N:4]=[C:3]([NH:29][CH2:30][CH2:31][NH:32][C:33]2[N:34]=[CH:35][C:36]([C:37]#[N:38])=[CH:39][CH:40]=2)[N:8]2[N:9]=[C:10]([CH:12]3[CH2:13][CH2:14][N:15]([CH3:18])[CH2:16][CH2:17]3)[N:11]=[C:7]2[CH:6]=1. The catalyst class is: 16. (3) Reactant: [H-].[Na+].[N:3]1[C:7]2[CH:8]=[CH:9][CH:10]=[CH:11][C:6]=2[NH:5][CH:4]=1.Cl[C:13]1[CH:20]=[CH:19][C:16]([C:17]#[N:18])=[CH:15][CH:14]=1.O. Product: [C:17]([C:16]1[CH:19]=[CH:20][C:13]([N:3]2[C:7]3[CH:8]=[CH:9][CH:10]=[CH:11][C:6]=3[N:5]=[CH:4]2)=[CH:14][CH:15]=1)#[N:18]. The catalyst class is: 9. (4) Reactant: [CH2:1]([S:8][CH:9]([CH:36]([O:39][CH3:40])[O:37][CH3:38])[CH2:10][NH:11][C:12]([C:14]1[N:15]([CH2:33][O:34][CH3:35])[C:16]2[C:21]([CH:22]=1)=[CH:20][CH:19]=[CH:18][C:17]=2[NH:23][S:24]([C:27]1[CH:32]=[CH:31][CH:30]=[CH:29][N:28]=1)(=[O:26])=[O:25])=[O:13])[C:2]1[CH:7]=[CH:6][CH:5]=[CH:4][CH:3]=1.[C:41](=O)([O-])[O-].[K+].[K+].CI. Product: [CH2:1]([S:8][CH:9]([CH:36]([O:39][CH3:40])[O:37][CH3:38])[CH2:10][NH:11][C:12]([C:14]1[N:15]([CH2:33][O:34][CH3:35])[C:16]2[C:21]([CH:22]=1)=[CH:20][CH:19]=[CH:18][C:17]=2[N:23]([CH3:41])[S:24]([C:27]1[CH:32]=[CH:31][CH:30]=[CH:29][N:28]=1)(=[O:26])=[O:25])=[O:13])[C:2]1[CH:3]=[CH:4][CH:5]=[CH:6][CH:7]=1. The catalyst class is: 42. (5) The catalyst class is: 16. Product: [CH2:2]([O:4][C:5](=[O:13])[CH2:6][CH:7]1[CH2:12][CH2:11][N:10]([C:15]2[CH:20]=[CH:19][C:18]([C:21](=[O:23])[CH3:22])=[CH:17][CH:16]=2)[CH2:9][CH2:8]1)[CH3:3]. Reactant: Cl.[CH2:2]([O:4][C:5](=[O:13])[CH2:6][CH:7]1[CH2:12][CH2:11][NH:10][CH2:9][CH2:8]1)[CH3:3].F[C:15]1[CH:20]=[CH:19][C:18]([C:21](=[O:23])[CH3:22])=[CH:17][CH:16]=1.C(=O)([O-])[O-].[K+].[K+].O. (6) Reactant: [H-].C([Al+]CC(C)C)C(C)C.C([O:13][C:14]([C:16]1[C:20]([S:21][CH2:22][C:23]2[CH:28]=[CH:27][CH:26]=[CH:25][CH:24]=2)=[C:19]([N+:29]([O-:31])=[O:30])[S:18][CH:17]=1)=O)C.O.C(O)(=O)[C@@H]([C@H](C(O)=O)O)O. Product: [CH2:22]([S:21][C:20]1[C:16]([CH2:14][OH:13])=[CH:17][S:18][C:19]=1[N+:29]([O-:31])=[O:30])[C:23]1[CH:28]=[CH:27][CH:26]=[CH:25][CH:24]=1. The catalyst class is: 4. (7) Reactant: P(C)(C)C.[N:5]([CH2:8][C:9]1[N:10]=[N:11][C:12]([C:15]2[C:20]([F:21])=[CH:19][CH:18]=[CH:17][C:16]=2[F:22])=[CH:13][CH:14]=1)=[N+]=[N-].[N:23]([C:26]1[CH:27]=[N:28][CH:29]=[CH:30][C:31]=1[N:32]1[CH2:37][CH2:36][CH:35]([CH3:38])[CH:34]([NH:39][C:40](=[O:46])[O:41][C:42]([CH3:45])([CH3:44])[CH3:43])[CH2:33]1)=[C:24]=S. Product: [F:22][C:16]1[CH:17]=[CH:18][CH:19]=[C:20]([F:21])[C:15]=1[C:12]1[CH:13]=[CH:14][C:9]2[N:10]([C:24]([NH:23][C:26]3[CH:27]=[N:28][CH:29]=[CH:30][C:31]=3[N:32]3[CH2:37][CH2:36][CH:35]([CH3:38])[CH:34]([NH:39][C:40](=[O:46])[O:41][C:42]([CH3:45])([CH3:44])[CH3:43])[CH2:33]3)=[N:5][CH:8]=2)[N:11]=1. The catalyst class is: 1. (8) Reactant: [O:1]=[C:2]1[CH2:5][N:4]([C:6]([O:8][C:9]([CH3:12])([CH3:11])[CH3:10])=[O:7])[CH2:3]1.C([N:15]([CH2:18]C)CC)C.[Si:20](C#N)([CH3:23])([CH3:22])[CH3:21]. Product: [C:18]([C:2]1([O:1][Si:20]([CH3:23])([CH3:22])[CH3:21])[CH2:5][N:4]([C:6]([O:8][C:9]([CH3:12])([CH3:11])[CH3:10])=[O:7])[CH2:3]1)#[N:15]. The catalyst class is: 2.